The task is: Predict which catalyst facilitates the given reaction.. This data is from Catalyst prediction with 721,799 reactions and 888 catalyst types from USPTO. (1) Reactant: [Br:1][C:2]1[C:3]([NH:12][CH2:13][C:14]#[CH:15])=[N:4][C:5](S(C)=O)=[N:6][C:7]=1[Cl:8].[NH:16]1[C:24]2[C:19](=[CH:20][CH:21]=[CH:22][CH:23]=2)[CH:18]=[N:17]1.C(=O)([O-])[O-].[Cs+].[Cs+].O. Product: [Br:1][C:2]1[C:3]([NH:12][CH2:13][C:14]#[CH:15])=[N:4][C:5]([N:16]2[C:24]3[C:19](=[CH:20][CH:21]=[CH:22][CH:23]=3)[CH:18]=[N:17]2)=[N:6][C:7]=1[Cl:8]. The catalyst class is: 16. (2) Reactant: [N:1]1([C:11]([O:13][C:14]([CH3:17])([CH3:16])[CH3:15])=[O:12])[CH2:6][CH2:5][CH:4]([C:7](OC)=[O:8])[CH2:3][CH2:2]1.CC(C[AlH]CC(C)C)C.O.CC(C)=O. Product: [CH:7]([CH:4]1[CH2:5][CH2:6][N:1]([C:11]([O:13][C:14]([CH3:17])([CH3:16])[CH3:15])=[O:12])[CH2:2][CH2:3]1)=[O:8]. The catalyst class is: 11. (3) Reactant: Cl.[NH2:2][CH2:3][C:4]1[C:9]([Cl:10])=[N:8][CH:7]=[CH:6][N:5]=1.C(N(CC)C(C)C)(C)C.Cl.[CH3:21][N:22]1[CH2:27][CH2:26][CH:25]([C:28](Cl)=[O:29])[CH2:24][CH2:23]1. Product: [Cl:10][C:9]1[C:4]([CH2:3][NH:2][C:28]([CH:25]2[CH2:26][CH2:27][N:22]([CH3:21])[CH2:23][CH2:24]2)=[O:29])=[N:5][CH:6]=[CH:7][N:8]=1. The catalyst class is: 4. (4) Reactant: Br[C:2]1[CH:7]=[CH:6][CH:5]=[CH:4][C:3]=1[CH2:8][N:9]1[C:14](=[O:15])[C:13]([C:16]([NH:18][CH2:19][C:20]([OH:22])=[O:21])=[O:17])=[C:12]([OH:23])[C:11]([CH:24]([CH3:26])[CH3:25])=[N:10]1.[CH3:27][O:28][C:29]1[CH:34]=[CH:33][CH:32]=[CH:31][C:30]=1B(O)O.C(=O)([O-])[O-].[K+].[K+].Cl. Product: [OH:23][C:12]1[C:11]([CH:24]([CH3:26])[CH3:25])=[N:10][N:9]([CH2:8][C:3]2[CH:4]=[CH:5][CH:6]=[CH:7][C:2]=2[C:30]2[CH:31]=[CH:32][CH:33]=[CH:34][C:29]=2[O:28][CH3:27])[C:14](=[O:15])[C:13]=1[C:16]([NH:18][CH2:19][C:20]([OH:22])=[O:21])=[O:17]. The catalyst class is: 70. (5) Reactant: C(O)(=O)C.CO[CH:7]1[CH2:11][CH2:10][CH:9](OC)O1.[NH2:14][C:15]1[CH:39]=[CH:38][C:18]([C:19]([NH:21][C:22]2[CH:30]=[C:29]([O:31][C:32]3[CH:37]=[CH:36][CH:35]=[CH:34][CH:33]=3)[CH:28]=[CH:27][C:23]=2[C:24]([OH:26])=[O:25])=[O:20])=[CH:17][CH:16]=1.C(=O)([O-])O.[Na+]. Product: [O:31]([C:29]1[CH:28]=[CH:27][C:23]([C:24]([OH:26])=[O:25])=[C:22]([NH:21][C:19](=[O:20])[C:18]2[CH:17]=[CH:16][C:15]([N:14]3[CH:7]=[CH:11][CH:10]=[CH:9]3)=[CH:39][CH:38]=2)[CH:30]=1)[C:32]1[CH:37]=[CH:36][CH:35]=[CH:34][CH:33]=1. The catalyst class is: 13. (6) Reactant: [CH3:1][C:2]1[C:3]([C:20]([O:22][CH3:23])=[O:21])=[CH:4][S:5][C:6]=1/[C:7](/[CH2:10][CH2:11][CH2:12][N:13]1[CH2:18][CH2:17][N:16]([CH3:19])[CH2:15][CH2:14]1)=[CH:8]\[CH3:9]. Product: [CH3:1][C:2]1[C:3]([C:20]([O:22][CH3:23])=[O:21])=[CH:4][S:5][C:6]=1[CH:7]([CH2:10][CH2:11][CH2:12][N:13]1[CH2:14][CH2:15][N:16]([CH3:19])[CH2:17][CH2:18]1)[CH2:8][CH3:9]. The catalyst class is: 19. (7) The catalyst class is: 158. Reactant: C(OC([N:8]1[CH2:12][CH2:11][CH2:10][C@H:9]1[C:13]([N:15]1[CH2:20][CH2:19][N:18]([C:21]2[CH:26]=[CH:25][C:24]([F:27])=[C:23]([C:28]3[N:32]([CH3:33])[C:31]4[CH:34]=[CH:35][CH:36]=[CH:37][C:30]=4[N:29]=3)[CH:22]=2)[CH2:17][CH2:16]1)=[O:14])=O)(C)(C)C. Product: [F:27][C:24]1[CH:25]=[CH:26][C:21]([N:18]2[CH2:19][CH2:20][N:15]([C:13]([C@@H:9]3[CH2:10][CH2:11][CH2:12][NH:8]3)=[O:14])[CH2:16][CH2:17]2)=[CH:22][C:23]=1[C:28]1[N:32]([CH3:33])[C:31]2[CH:34]=[CH:35][CH:36]=[CH:37][C:30]=2[N:29]=1. (8) Reactant: [C:1]([NH:9][C:10]1[CH:22]=[C:21](Br)[CH:20]=[CH:19][C:11]=1[C:12]([O:14][C:15]([CH3:18])([CH3:17])[CH3:16])=[O:13])(=[O:8])[C:2]1[CH:7]=[CH:6][CH:5]=[CH:4][CH:3]=1.[CH2:24](C([Sn])=C(CCCC)CCCC)[CH2:25]CC. Product: [C:1]([NH:9][C:10]1[CH:22]=[C:21]([CH:24]=[CH2:25])[CH:20]=[CH:19][C:11]=1[C:12]([O:14][C:15]([CH3:18])([CH3:17])[CH3:16])=[O:13])(=[O:8])[C:2]1[CH:7]=[CH:6][CH:5]=[CH:4][CH:3]=1. The catalyst class is: 206. (9) Reactant: [H-].[K+].[CH3:3][N:4]([CH3:16])[CH2:5][CH2:6][C:7]1[C:15]2[C:10](=[CH:11][CH:12]=[CH:13][CH:14]=2)[NH:9][CH:8]=1.[Br:17][C:18]1[CH:26]=[CH:25][CH:24]=[CH:23][C:19]=1[C:20](Cl)=[O:21]. Product: [CH3:16][N:4]([CH3:3])[CH2:5][CH2:6][C:7]1[C:15]2[C:10](=[CH:11][CH:12]=[CH:13][CH:14]=2)[N:9]([C:20](=[O:21])[C:19]2[CH:23]=[CH:24][CH:25]=[CH:26][C:18]=2[Br:17])[CH:8]=1. The catalyst class is: 1. (10) Reactant: Cl[C:2]1[N:7]=[C:6]([C:8]2[C:9]([Cl:14])=[N:10][CH:11]=[CH:12][CH:13]=2)[N:5]=[CH:4][N:3]=1.[CH3:15][O:16][C:17]1[CH:18]=[C:19]([CH:21]=[C:22]([O:26][CH3:27])[C:23]=1[O:24][CH3:25])[NH2:20]. Product: [Cl:14][C:9]1[C:8]([C:6]2[N:5]=[CH:4][N:3]=[C:2]([NH:20][C:19]3[CH:21]=[C:22]([O:26][CH3:27])[C:23]([O:24][CH3:25])=[C:17]([O:16][CH3:15])[CH:18]=3)[N:7]=2)=[CH:13][CH:12]=[CH:11][N:10]=1. The catalyst class is: 424.